From a dataset of Full USPTO retrosynthesis dataset with 1.9M reactions from patents (1976-2016). Predict the reactants needed to synthesize the given product. The reactants are: C([NH:9][C:10]1[C:11]2[N:18]=[N:17][N:16]([CH:19]3[O:23][CH:22]([CH:24]=[CH:25][P:26](=[O:29])([OH:28])[OH:27])[CH:21]([OH:30])[CH:20]3[OH:31])[C:12]=2[N:13]=[CH:14][N:15]=1)(=O)C1C=CC=CC=1. Given the product [NH2:9][C:10]1[C:11]2[N:18]=[N:17][N:16]([CH:19]3[O:23][CH:22]([CH2:24][CH2:25][P:26](=[O:27])([OH:28])[OH:29])[CH:21]([OH:30])[CH:20]3[OH:31])[C:12]=2[N:13]=[CH:14][N:15]=1, predict the reactants needed to synthesize it.